Dataset: Catalyst prediction with 721,799 reactions and 888 catalyst types from USPTO. Task: Predict which catalyst facilitates the given reaction. (1) Reactant: C([N:8]([C:13](=[O:35])[C@H:14]([CH2:23][CH2:24][CH2:25][CH2:26][NH:27][C:28]([O:30][C:31]([CH3:34])([CH3:33])[CH3:32])=[O:29])[NH:15][C:16]([O:18][C:19]([CH3:22])([CH3:21])[CH3:20])=[O:17])[CH2:9][C:10]([OH:12])=[O:11])C1C=CC=CC=1. Product: [C:19]([O:18][C:16]([NH:15][C@H:14]([C:13]([NH:8][CH2:9][C:10]([OH:12])=[O:11])=[O:35])[CH2:23][CH2:24][CH2:25][CH2:26][NH:27][C:28]([O:30][C:31]([CH3:32])([CH3:33])[CH3:34])=[O:29])=[O:17])([CH3:20])([CH3:21])[CH3:22]. The catalyst class is: 19. (2) Reactant: [C:1](OC(=O)C)(=[O:3])[CH3:2].[C:8]([O:12][C:13]([N:15]1[C@@H:20]([C@@H:21]([OH:33])[C@@H:22]([NH2:32])[CH2:23][C:24]2[CH:29]=[C:28]([OH:30])[CH:27]=[C:26]([F:31])[CH:25]=2)[CH2:19][O:18][C@@H:17]([O:34][CH2:35][C:36]([F:39])([F:38])[F:37])[C@@H:16]1[CH3:40])=[O:14])([CH3:11])([CH3:10])[CH3:9].C(N(C(C)C)CC)(C)C. Product: [C:8]([O:12][C:13]([N:15]1[C@@H:20]([C@@H:21]([OH:33])[C@@H:22]([NH:32][C:1](=[O:3])[CH3:2])[CH2:23][C:24]2[CH:29]=[C:28]([OH:30])[CH:27]=[C:26]([F:31])[CH:25]=2)[CH2:19][O:18][C@@H:17]([O:34][CH2:35][C:36]([F:39])([F:37])[F:38])[C@@H:16]1[CH3:40])=[O:14])([CH3:11])([CH3:9])[CH3:10]. The catalyst class is: 4. (3) Reactant: Br[C:2]1[CH:11]=[CH:10][C:9]2[C:4](=[CH:5][CH:6]=[C:7]([O:12][CH2:13][CH3:14])[CH:8]=2)[CH:3]=1.[C:15]1(B(O)O)[CH:20]=[CH:19][CH:18]=[CH:17][CH:16]=1.C(=O)([O-])[O-].[K+].[K+].O. Product: [C:15]1([C:2]2[CH:11]=[CH:10][C:9]3[C:4](=[CH:5][CH:6]=[C:7]([O:12][CH2:13][CH3:14])[CH:8]=3)[CH:3]=2)[CH:20]=[CH:19][CH:18]=[CH:17][CH:16]=1. The catalyst class is: 206. (4) The catalyst class is: 1. Product: [CH3:1][O:2][C:3](=[O:15])[C@H:4]([CH2:13][O:14][CH2:21][CH:16]=[CH2:17])[NH:5][C:6]([O:8][C:9]([CH3:12])([CH3:10])[CH3:11])=[O:7]. Reactant: [CH3:1][O:2][C:3](=[O:15])[C@H:4]([CH2:13][OH:14])[NH:5][C:6]([O:8][C:9]([CH3:12])([CH3:11])[CH3:10])=[O:7].[C:16]1(P(C2C=CC=CC=2)C2C=CC=CC=2)[CH:21]=CC=C[CH:17]=1.C(=O)(OCC)OCC=C. (5) Product: [CH3:2][O:3][C:4](=[O:11])[C@@H:5]([NH:6][CH2:27][C:26]([O:29][C:30]1[CH:31]=[CH:32][C:33]([O:36][CH3:37])=[CH:34][CH:35]=1)=[CH:25][C:24]([O:23][CH2:21][CH3:22])=[O:38])[CH2:7][CH:8]([CH3:10])[CH3:9]. Reactant: Cl.[CH3:2][O:3][C:4](=[O:11])[C@H:5]([CH2:7][CH:8]([CH3:10])[CH3:9])[NH2:6].C(N(CC)C(C)C)(C)C.[CH2:21]([O:23][C:24](=[O:38])[CH:25]=[C:26]([O:29][C:30]1[CH:35]=[CH:34][C:33]([O:36][CH3:37])=[CH:32][CH:31]=1)[CH2:27]Br)[CH3:22]. The catalyst class is: 10. (6) The catalyst class is: 4. Reactant: [NH:1]1[CH2:6][CH2:5][NH:4][CH2:3][C:2]1=[O:7].C(N(CC)CC)C.[Cl:15][C:16]1[C:24]([C:25]([F:28])([F:27])[F:26])=[CH:23][CH:22]=[CH:21][C:17]=1[C:18](Cl)=[O:19]. Product: [Cl:15][C:16]1[C:24]([C:25]([F:27])([F:28])[F:26])=[CH:23][CH:22]=[CH:21][C:17]=1[C:18]([N:4]1[CH2:5][CH2:6][NH:1][C:2](=[O:7])[CH2:3]1)=[O:19]. (7) Reactant: [C:1]1(CO)(CO)[CH2:6][CH2:5]C=[CH:3][CH2:2]1.S(Cl)(Cl)=[O:12].[C-]#N.[Na+].[C:18]([Si:22](C)(C)Cl)([CH3:21])([CH3:20])[CH3:19].N1C=CN=C1.[CH3:36][CH:37]([CH2:39][AlH][CH2:36][CH:37]([CH3:39])[CH3:38])[CH3:38].C([O:42][CH2:43]C)C. The catalyst class is: 633. Product: [C:18]([SiH2:22][O:12][C:37]([CH3:38])([CH3:39])[C:36]1([CH:43]=[O:42])[CH2:5][CH2:6][CH:1]=[CH:2][CH2:3]1)([CH3:21])([CH3:20])[CH3:19].